Dataset: Forward reaction prediction with 1.9M reactions from USPTO patents (1976-2016). Task: Predict the product of the given reaction. Given the reactants [NH2:1][CH2:2][C:3]1[CH:10]=[CH:9][C:6]([C:7]#[N:8])=[CH:5][CH:4]=1.C(N(CC)CC)C.[CH3:18][S:19](Cl)(=[O:21])=[O:20].O, predict the reaction product. The product is: [C:7]([C:6]1[CH:9]=[CH:10][C:3]([CH2:2][NH:1][S:19]([CH3:18])(=[O:21])=[O:20])=[CH:4][CH:5]=1)#[N:8].